Dataset: Catalyst prediction with 721,799 reactions and 888 catalyst types from USPTO. Task: Predict which catalyst facilitates the given reaction. (1) Reactant: [F:1][CH:2]([F:36])[CH2:3][N:4]([C:21]1[CH:22]=[N:23][CH:24]=[CH:25][C:26]=1[C:27]1[CH:32]=[CH:31][C:30](F)=C[C:28]=1[O:34][CH3:35])C(=O)C1C=C(C(F)(F)F)N=C(C(F)(F)F)C=1.COC1C(B(O)O)=CC=C[N:40]=1. Product: [F:1][CH:2]([F:36])[CH2:3][NH:4][C:21]1[CH:22]=[N:23][CH:24]=[CH:25][C:26]=1[C:27]1[C:28]([O:34][CH3:35])=[N:40][CH:30]=[CH:31][CH:32]=1. The catalyst class is: 243. (2) Reactant: [S:1](Cl)([CH3:4])(=[O:3])=[O:2].[I:6][C:7]1[C:14]([I:15])=[CH:13][C:12]([I:16])=[CH:11][C:8]=1[CH2:9][OH:10].C(N(C(C)C)CC)(C)C.O. Product: [S:1]([O:10][CH2:9][C:8]1[CH:11]=[C:12]([I:16])[CH:13]=[C:14]([I:15])[C:7]=1[I:6])(=[O:3])(=[O:2])[CH3:4]. The catalyst class is: 4. (3) Reactant: CCCC[N+](CCCC)(CCCC)CCCC.[F-].C(OC(=O)[NH:23][C:24]1[C:25]([C:32]#[C:33][Si](C)(C)C)=[N:26][CH:27]=[CH:28][C:29]=1[O:30][CH3:31])C. Product: [CH3:31][O:30][C:29]1[CH:28]=[CH:27][N:26]=[C:25]2[CH:32]=[CH:33][NH:23][C:24]=12. The catalyst class is: 49. (4) Reactant: [CH2:1]1[C:10]2[C:5](=[CH:6][C:7]([C@H:11]3[CH2:20][CH2:19][C@@:13]4([NH:17][C:16](=[O:18])[O:15][CH2:14]4)[CH2:12]3)=[CH:8][CH:9]=2)[CH2:4][CH2:3][C:2]21[O:24][CH2:23][CH2:22][O:21]2.B(F)(F)F.CCOCC. Product: [OH:24][CH2:23][CH2:22][O:21][CH:2]1[CH2:3][CH2:4][C:5]2[CH:6]=[C:7]([C@H:11]3[CH2:20][CH2:19][C@@:13]4([NH:17][C:16](=[O:18])[O:15][CH2:14]4)[CH2:12]3)[CH:8]=[CH:9][C:10]=2[CH2:1]1. The catalyst class is: 1. (5) Reactant: [Br:1][C:2]1[CH:3]=[CH:4][C:5]([CH3:8])=[N:6][CH:7]=1.OO.NC(N)=[O:13].FC(F)(F)C(OC(=O)C(F)(F)F)=O. Product: [Br:1][C:2]1[CH:3]=[CH:4][C:5]([CH3:8])=[N+:6]([O-:13])[CH:7]=1. The catalyst class is: 2. (6) The catalyst class is: 4. Reactant: [NH2:1][C:2]1[C:7]([F:8])=[CH:6][CH:5]=[CH:4][C:3]=1[OH:9].Cl[C:11]([O:13][CH3:14])=[O:12].Cl. Product: [F:8][C:7]1[CH:6]=[CH:5][CH:4]=[C:3]([OH:9])[C:2]=1[NH:1][C:11](=[O:12])[O:13][CH3:14]. (7) Reactant: N.F[C:3](F)(F)[C:4]([NH:6][CH2:7][CH2:8][CH2:9][N:10]([CH3:28])[CH2:11][CH2:12][CH2:13][NH:14][C:15]1[N:16]=[N+:17]([O-:27])[C:18]2[CH:25]=[C:24]([CH3:26])[CH:23]=[CH:22][C:19]=2[N+:20]=1[O-:21])=[O:5].N1(C(C2[C:51]3[C:42](=[CH:43][C:44]4[C:49]([N:50]=3)=[CH:48][CH:47]=[CH:46][CH:45]=4)[CH:41]=[CH:40][CH:39]=2)=O)C=CN=C1. Product: [CH3:28][N:10]([CH2:11][CH2:12][CH2:13][NH:14][C:15]1[N:16]=[N+:17]([O-:27])[C:18]2[CH:25]=[C:24]([CH3:26])[CH:23]=[CH:22][C:19]=2[N+:20]=1[O-:21])[CH2:9][CH2:8][CH2:7][NH:6][C:4]([C:3]1[C:51]2[C:42](=[CH:43][C:44]3[C:49]([N:50]=2)=[CH:48][CH:47]=[CH:46][CH:45]=3)[CH:41]=[CH:40][CH:39]=1)=[O:5]. The catalyst class is: 5.